From a dataset of Forward reaction prediction with 1.9M reactions from USPTO patents (1976-2016). Predict the product of the given reaction. (1) Given the reactants [NH2:1][C:2]1[CH:7]=[CH:6][C:5]([CH2:8][CH2:9][C:10]2[N:11]=[C:12]([NH:26][C:27](=[O:29])[CH3:28])[S:13][C:14]=2[CH2:15][C:16]2[CH:21]=[CH:20][C:19]([S:22]([CH3:25])(=[O:24])=[O:23])=[CH:18][CH:17]=2)=[CH:4][CH:3]=1.[C:30]([O:34][C:35]([NH:37][CH2:38][C:39](O)=[O:40])=[O:36])([CH3:33])([CH3:32])[CH3:31].ON1C2C=CC=CC=2N=N1.Cl.C(N=C=NCCCN(C)C)C.C([O-])(O)=O.[Na+], predict the reaction product. The product is: [C:30]([O:34][C:35](=[O:36])[NH:37][CH2:38][C:39]([NH:1][C:2]1[CH:3]=[CH:4][C:5]([CH2:8][CH2:9][C:10]2[N:11]=[C:12]([NH:26][C:27](=[O:29])[CH3:28])[S:13][C:14]=2[CH2:15][C:16]2[CH:21]=[CH:20][C:19]([S:22]([CH3:25])(=[O:24])=[O:23])=[CH:18][CH:17]=2)=[CH:6][CH:7]=1)=[O:40])([CH3:33])([CH3:31])[CH3:32]. (2) The product is: [CH3:22][N:14]([CH:11]1[CH2:12][CH2:13][N:8]([C:5]2[N:4]=[CH:3][C:2]([B:28]3[O:32][C:31]([CH3:34])([CH3:33])[C:30]([CH3:36])([CH3:35])[O:29]3)=[CH:7][N:6]=2)[CH2:9][CH2:10]1)[C:15](=[O:21])[O:16][C:17]([CH3:20])([CH3:19])[CH3:18]. Given the reactants Br[C:2]1[CH:3]=[N:4][C:5]([N:8]2[CH2:13][CH2:12][CH:11]([N:14]([CH3:22])[C:15](=[O:21])[O:16][C:17]([CH3:20])([CH3:19])[CH3:18])[CH2:10][CH2:9]2)=[N:6][CH:7]=1.C([O-])(=O)C.[K+].[B:28]1([B:28]2[O:32][C:31]([CH3:34])([CH3:33])[C:30]([CH3:36])([CH3:35])[O:29]2)[O:32][C:31]([CH3:34])([CH3:33])[C:30]([CH3:36])([CH3:35])[O:29]1.C1(P(C2CCCCC2)C2C=CC=CC=2C2C(C(C)C)=CC(C(C)C)=CC=2C(C)C)CCCCC1, predict the reaction product. (3) Given the reactants Cl.[NH2:2][C@H:3]1[C:12]2[C:7](=[CH:8][CH:9]=[C:10]([C:13]3[CH:18]=[CH:17][C:16]([C:19]([N:21]4[CH2:26][CH2:25][O:24][CH2:23][CH2:22]4)=[O:20])=[CH:15][N:14]=3)[CH:11]=2)[N:6]([C:27](=[O:29])[CH3:28])[C@@H:5]([CH3:30])[CH2:4]1.Br[C:32]1[CH:37]=[CH:36][CH:35]=[CH:34][N:33]=1.C1(P(C2CCCCC2)C2C=CC=CC=2C2C(N(C)C)=CC=CC=2)CCCCC1.CC(C)([O-])C.[Na+], predict the reaction product. The product is: [CH3:30][C@H:5]1[CH2:4][C@@H:3]([NH:2][C:32]2[CH:37]=[CH:36][CH:35]=[CH:34][N:33]=2)[C:12]2[C:7](=[CH:8][CH:9]=[C:10]([C:13]3[CH:18]=[CH:17][C:16]([C:19]([N:21]4[CH2:26][CH2:25][O:24][CH2:23][CH2:22]4)=[O:20])=[CH:15][N:14]=3)[CH:11]=2)[N:6]1[C:27](=[O:29])[CH3:28]. (4) Given the reactants C[O:2][C:3](=[O:40])[CH2:4][C@H:5]1[C:9]2[CH:10]=[CH:11][C:12]([O:14][C@H:15]3[C:23]4[C:18](=[C:19]([O:25][C:26]5[CH:31]=[CH:30][C:29]([O:32][CH:33]6[CH2:38][CH2:37][O:36][CH2:35][CH2:34]6)=[CH:28][C:27]=5[F:39])[CH:20]=[CH:21][C:22]=4[F:24])[CH2:17][CH2:16]3)=[CH:13][C:8]=2[O:7][CH2:6]1.[OH-].[K+], predict the reaction product. The product is: [F:24][C:22]1[CH:21]=[CH:20][C:19]([O:25][C:26]2[CH:31]=[CH:30][C:29]([O:32][CH:33]3[CH2:38][CH2:37][O:36][CH2:35][CH2:34]3)=[CH:28][C:27]=2[F:39])=[C:18]2[C:23]=1[C@H:15]([O:14][C:12]1[CH:11]=[CH:10][C:9]3[C@H:5]([CH2:4][C:3]([OH:40])=[O:2])[CH2:6][O:7][C:8]=3[CH:13]=1)[CH2:16][CH2:17]2.